Dataset: Full USPTO retrosynthesis dataset with 1.9M reactions from patents (1976-2016). Task: Predict the reactants needed to synthesize the given product. (1) Given the product [N:21]1[CH:26]=[CH:25][CH:24]=[C:23]([CH2:27][NH:28][C:7]2[CH:8]=[C:9]3[C:4](=[CH:5][CH:6]=2)[N:3]=[C:2]([NH:20][CH2:19][C:14]2[CH:15]=[CH:16][CH:17]=[CH:18][N:13]=2)[CH:11]=[CH:10]3)[CH:22]=1, predict the reactants needed to synthesize it. The reactants are: Cl[C:2]1[CH:11]=[CH:10][C:9]2[C:4](=[CH:5][CH:6]=[C:7](Cl)[CH:8]=2)[N:3]=1.[N:13]1[CH:18]=[CH:17][CH:16]=[CH:15][C:14]=1[CH2:19][NH2:20].[N:21]1[CH:26]=[CH:25][CH:24]=[C:23]([CH2:27][NH2:28])[CH:22]=1. (2) The reactants are: FC(F)(F)C(O)=O.[S:8]1[C:14]2[CH:15]=[CH:16][CH:17]=[CH:18][C:13]=2[CH2:12][N:11]([C:19]2[N:28]=[C:27]([NH:29][CH2:30][CH2:31][NH:32]C(=O)OC(C)(C)C)[C:26]3[C:21](=[CH:22][CH:23]=[C:24]([CH3:40])[CH:25]=3)[N:20]=2)[CH2:10][CH2:9]1. Given the product [S:8]1[C:14]2[CH:15]=[CH:16][CH:17]=[CH:18][C:13]=2[CH2:12][N:11]([C:19]2[N:28]=[C:27]([NH:29][CH2:30][CH2:31][NH2:32])[C:26]3[C:21](=[CH:22][CH:23]=[C:24]([CH3:40])[CH:25]=3)[N:20]=2)[CH2:10][CH2:9]1, predict the reactants needed to synthesize it. (3) The reactants are: [C:14]1(P([C:14]2[CH:19]=[CH:18][CH:17]=[CH:16][CH:15]=2)[C:14]2[CH:19]=[CH:18][CH:17]=[CH:16][CH:15]=2)[CH:19]=[CH:18][CH:17]=[CH:16][CH:15]=1.C1(=O)N[C:23](=O)[C:22]2=[CH:26]C=CC=[C:21]12.C[CH2:32][O:33][C:34](/[N:36]=[N:36]/[C:34]([O:33][CH2:32]C)=[O:35])=[O:35].[C:43]1([CH3:49])[CH:48]=[CH:47][CH:46]=[CH:45][CH:44]=1.O.NN.C([N:55](CC)CC)C.[C:60]([O-:63])(O)=[O:61].[Na+]. Given the product [C:22]([O:63][C:60](=[O:61])[NH:55][C@H:46]1[CH2:47][CH2:48][C@@H:43]([CH2:49][NH:36][C:34]([O:33][CH2:32][C:14]2[CH:15]=[CH:16][CH:17]=[CH:18][CH:19]=2)=[O:35])[CH2:44][CH2:45]1)([CH3:21])([CH3:23])[CH3:26], predict the reactants needed to synthesize it. (4) Given the product [F:25][C:26]1[CH:27]=[C:28]([N:32]2[C:5]([C:7]3[C:12](=[O:13])[CH:11]=[CH:10][N:9]([C:14]4[CH:19]=[CH:18][C:17]([S:20]([CH3:23])(=[O:22])=[O:21])=[CH:16][CH:15]=4)[N:8]=3)=[CH:4][CH:3]=[N:2]2)[CH:29]=[CH:30][CH:31]=1, predict the reactants needed to synthesize it. The reactants are: C[N:2](C)/[CH:3]=[CH:4]/[C:5]([C:7]1[C:12](=[O:13])[CH:11]=[CH:10][N:9]([C:14]2[CH:19]=[CH:18][C:17]([S:20]([CH3:23])(=[O:22])=[O:21])=[CH:16][CH:15]=2)[N:8]=1)=O.[F:25][C:26]1[CH:27]=[C:28]([NH:32]N)[CH:29]=[CH:30][CH:31]=1. (5) Given the product [CH3:26][O:25][CH2:17][CH2:18][N:19]1[CH2:22][CH2:23][C@H:21]([NH:31][C:12]2[CH:13]=[CH:8][C:9]([N+:14]([O-:16])=[O:15])=[CH:10][CH:11]=2)[CH2:20]1, predict the reactants needed to synthesize it. The reactants are: COCCN1[C:13]2[C:8](=[C:9]([N+:14]([O-:16])=[O:15])[CH:10]=[CH:11][CH:12]=2)C=C1.[CH3:17][CH2:18][N:19]([CH2:22][CH3:23])[CH2:20][CH3:21].C[O:25][CH2:26]CBr.CC#[N:31]. (6) Given the product [CH2:1]([C:3]1[N:4]([C:19]2[CH:24]=[CH:23][CH:22]=[CH:21][CH:20]=2)[C:5]2[C:10]([C:11]=1[CH:12]1[CH2:13][CH2:14][N:15]([CH2:26][CH2:27][CH2:28][S:29][C:30]3[CH:35]=[CH:34][C:33]([F:36])=[CH:32][CH:31]=3)[CH2:16][CH2:17]1)=[CH:9][CH:8]=[C:7]([F:18])[CH:6]=2)[CH3:2], predict the reactants needed to synthesize it. The reactants are: [CH2:1]([C:3]1[N:4]([C:19]2[CH:24]=[CH:23][CH:22]=[CH:21][CH:20]=2)[C:5]2[C:10]([C:11]=1[CH:12]1[CH2:17][CH2:16][NH:15][CH2:14][CH2:13]1)=[CH:9][CH:8]=[C:7]([F:18])[CH:6]=2)[CH3:2].Br[CH2:26][CH2:27][CH2:28][S:29][C:30]1[CH:35]=[CH:34][C:33]([F:36])=[CH:32][CH:31]=1.[I-].[K+].C(=O)([O-])[O-].[K+].[K+]. (7) Given the product [CH:1]1([C:4]2[NH:9][C:8]([C:10]3[CH:11]=[CH:12][CH:13]=[CH:14][CH:15]=3)=[CH:7][N:6]3[C:26](=[O:27])[C:25]([CH2:24][C:21]4[CH:22]=[CH:23][C:18]([OH:17])=[CH:19][CH:20]=4)=[N:16][C:5]=23)[CH2:3][CH2:2]1, predict the reactants needed to synthesize it. The reactants are: [CH:1]1([C:4]2[C:5]([NH2:16])=[N:6][CH:7]=[C:8]([C:10]3[CH:15]=[CH:14][CH:13]=[CH:12][CH:11]=3)[N:9]=2)[CH2:3][CH2:2]1.[OH:17][C:18]1[CH:23]=[CH:22][C:21]([CH2:24][C:25](=O)[C:26](O)=[O:27])=[CH:20][CH:19]=1. (8) Given the product [CH3:19][O:20][C:21]1[CH:22]=[CH:23][C:24]([CH2:27][C:5]([C:2]2([CH3:1])[CH2:3][CH2:4]2)=[O:7])=[N:25][CH:26]=1, predict the reactants needed to synthesize it. The reactants are: [CH3:1][C:2]1([C:5]([O:7]C)=O)[CH2:4][CH2:3]1.C[Si]([N-][Si](C)(C)C)(C)C.[Li+].[CH3:19][O:20][C:21]1[CH:22]=[CH:23][C:24]([CH3:27])=[N:25][CH:26]=1.[Cl-].[NH4+].